Dataset: Full USPTO retrosynthesis dataset with 1.9M reactions from patents (1976-2016). Task: Predict the reactants needed to synthesize the given product. (1) Given the product [CH2:23]([O:15][C:14](=[O:16])[C:13]1[CH:12]=[C:11]([S:17]([NH2:20])(=[O:19])=[O:18])[C:10]([Cl:21])=[CH:9][C:8]=1[NH:7][CH2:6][C:3]1[O:4][CH:5]=[CH:1][CH:2]=1)[CH2:24][CH2:25][CH2:26][CH2:27][CH2:28][CH2:29][CH3:30], predict the reactants needed to synthesize it. The reactants are: [CH:1]1[CH:2]=[C:3]([CH2:6][NH:7][C:8]2[C:13]([C:14]([OH:16])=[O:15])=[CH:12][C:11]([S:17]([NH2:20])(=[O:19])=[O:18])=[C:10]([Cl:21])[CH:9]=2)[O:4][CH:5]=1.Cl[CH2:23][CH2:24][CH2:25][CH2:26][CH2:27][CH2:28][CH2:29][CH3:30].[I-].[Na+].C(N(CC)CC)C. (2) Given the product [CH2:1]([C:3]1[N:4]=[C:5]2[CH:10]=[CH:9][CH:8]=[C:7]([CH2:11][OH:12])[N:6]2[CH:14]=1)[CH3:2], predict the reactants needed to synthesize it. The reactants are: [CH2:1]([C:3]1[N:4]=[C:5]2[CH:10]=[CH:9][CH:8]=[C:7]([C:11](O)=[O:12])[N:6]2[CH:14]=1)[CH3:2].[BH4-].[Na+].Cl.[OH-].[Na+]. (3) Given the product [O:1]([CH2:8][CH:9]([C:11]1[CH:12]=[CH:13][C:14]([C:15]([NH:20][CH2:21][C:22]2[C:23]([CH3:35])=[N:24][C:25]([CH3:29])=[CH:26][C:27]=2[CH3:28])=[O:17])=[CH:18][CH:19]=1)[CH3:10])[C:2]1[CH:3]=[CH:4][CH:5]=[CH:6][CH:7]=1, predict the reactants needed to synthesize it. The reactants are: [O:1]([CH2:8][CH:9]([C:11]1[CH:19]=[CH:18][C:14]([C:15]([OH:17])=O)=[CH:13][CH:12]=1)[CH3:10])[C:2]1[CH:7]=[CH:6][CH:5]=[CH:4][CH:3]=1.[NH2:20][CH2:21][C:22]1[C:23](O)=[N:24][C:25]([CH3:29])=[CH:26][C:27]=1[CH3:28].ON1C2C=CC=C[C:35]=2N=N1.Cl.CN(C)CCCN=C=NCC. (4) Given the product [Br:1][C:2]1[C:7]([CH2:20][OH:21])=[CH:6][C:5]([Cl:9])=[CH:4][N:3]=1, predict the reactants needed to synthesize it. The reactants are: [Br:1][C:2]1[C:7](Br)=[CH:6][C:5]([Cl:9])=[CH:4][N:3]=1.[Cl-].[Li+].C([Mg]Cl)(C)C.CN([CH:20]=[O:21])C. (5) Given the product [CH3:36][O:5][C:4](=[O:6])[C:3]1[CH:7]=[CH:8][C:9]([NH:11][C:12]([C:14]2[CH:23]=[C:22]3[C:17]([CH2:18][CH2:19][CH2:20][N:21]3[S:24]([C:27]3[CH:32]=[C:31]([Cl:33])[CH:30]=[C:29]([Cl:34])[CH:28]=3)(=[O:26])=[O:25])=[CH:16][CH:15]=2)=[O:13])=[CH:10][C:2]=1[Cl:1], predict the reactants needed to synthesize it. The reactants are: [Cl:1][C:2]1[CH:10]=[C:9]([NH:11][C:12]([C:14]2[CH:23]=[C:22]3[C:17]([CH2:18][CH2:19][CH2:20][N:21]3[S:24]([C:27]3[CH:32]=[C:31]([Cl:33])[CH:30]=[C:29]([Cl:34])[CH:28]=3)(=[O:26])=[O:25])=[CH:16][CH:15]=2)=[O:13])[CH:8]=[CH:7][C:3]=1[C:4]([OH:6])=[O:5].Cl[C:36]1C=C(S(Cl)(=O)=O)C=C(Cl)C=1. (6) Given the product [ClH:7].[Cl:7][C:8]1[CH:13]=[CH:12][C:11]([C:14]2[CH:19]=[CH:18][N:17]([C:20]3[CH:28]=[C:27]4[C:23]([C:24]5[CH2:33][CH2:32][N:31]([CH3:34])[CH2:30][C:25]=5[N:26]4[CH3:29])=[CH:22][CH:21]=3)[C:16](=[O:35])[CH:15]=2)=[C:10]([O:36][CH3:37])[CH:9]=1, predict the reactants needed to synthesize it. The reactants are: Cl.CCOCC.[Cl:7][C:8]1[CH:13]=[CH:12][C:11]([C:14]2[CH:19]=[CH:18][N:17]([C:20]3[CH:28]=[C:27]4[C:23]([C:24]5[CH2:33][CH2:32][N:31]([CH3:34])[CH2:30][C:25]=5[N:26]4[CH3:29])=[CH:22][CH:21]=3)[C:16](=[O:35])[CH:15]=2)=[C:10]([O:36][CH3:37])[CH:9]=1. (7) Given the product [CH3:39][N:35]1[C:36](=[O:38])[C:37]2[C:33](=[C:32]([N:40]3[CH2:45][CH2:44][O:43][CH2:42][CH2:41]3)[CH:31]=[CH:30][C:29]=2[NH:28][C:2]2[C:7]([C:8]([F:11])([F:9])[F:10])=[CH:6][N:5]=[C:4]([NH:12][C:13]3[CH:27]=[CH:26][C:16]([CH2:17][P:18](=[O:25])([O:19][CH2:20][CH3:21])[O:22][CH2:23][CH3:24])=[CH:15][CH:14]=3)[N:3]=2)[CH2:34]1, predict the reactants needed to synthesize it. The reactants are: Cl[C:2]1[C:7]([C:8]([F:11])([F:10])[F:9])=[CH:6][N:5]=[C:4]([NH:12][C:13]2[CH:27]=[CH:26][C:16]([CH2:17][P:18](=[O:25])([O:22][CH2:23][CH3:24])[O:19][CH2:20][CH3:21])=[CH:15][CH:14]=2)[N:3]=1.[NH2:28][C:29]1[CH:30]=[CH:31][C:32]([N:40]2[CH2:45][CH2:44][O:43][CH2:42][CH2:41]2)=[C:33]2[C:37]=1[C:36](=[O:38])[N:35]([CH3:39])[CH2:34]2. (8) Given the product [CH3:14][O:15][CH2:16][O:1][C:2]1[CH:7]=[C:6]([O:21][CH3:20])[CH:5]=[CH:4][C:3]=1[N+:8]([O-:10])=[O:9], predict the reactants needed to synthesize it. The reactants are: [OH:1][C:2]1[CH:7]=[CH:6][CH:5]=[CH:4][C:3]=1[N+:8]([O-:10])=[O:9].[H-].[Na+].Br[CH2:14][O:15][CH3:16].CN([CH:20]=[O:21])C.